From a dataset of HIV replication inhibition screening data with 41,000+ compounds from the AIDS Antiviral Screen. Binary Classification. Given a drug SMILES string, predict its activity (active/inactive) in a high-throughput screening assay against a specified biological target. The molecule is Cc1ccc(-c2c3nc(c(-c4ccc(C)cc4)c4ccc([nH]4)c(-c4cc[n+]([Pd-2]([n+]5ccc(-c6c7nc(c(-c8ccc(C)cc8)c8ccc([nH]8)c(-c8ccc(C)cc8)c8nc(c(-c9ccc(C)cc9)c9ccc6[nH]9)C=C8)C=C7)cc5)([n+]5ccc(-c6c7nc(c(-c8ccc(C)cc8)c8ccc([nH]8)c(-c8ccc(C)cc8)c8nc(c(-c9ccc(C)cc9)c9ccc6[nH]9)C=C8)C=C7)cc5)[n+]5ccc(-c6c7nc(c(-c8ccc(C)cc8)c8ccc([nH]8)c(-c8ccc(C)cc8)c8nc(c(-c9ccc(C)cc9)c9ccc6[nH]9)C=C8)C=C7)cc5)cc4)c4nc(c(-c5ccc(C)cc5)c5ccc2[nH]5)C=C4)C=C3)cc1.O=S(=O)([O-])C(F)(F)F. The result is 0 (inactive).